From a dataset of Full USPTO retrosynthesis dataset with 1.9M reactions from patents (1976-2016). Predict the reactants needed to synthesize the given product. (1) The reactants are: [CH3:1][O:2][CH2:3][CH2:4][O:5][C:6]1[CH:7]=[CH:8][C:9]2[S:13][C:12](SC)=[N:11][C:10]=2[CH:16]=1.[C:17]1(C)C=CC(S(OC)(=O)=O)=CC=1.[CH2:29]([NH:31][C:32]1[CH:37]=[CH:36][C:35]([NH:38][C:39](=[O:43])[CH2:40][O:41][CH3:42])=[CH:34][C:33]=1[N:44]=[C:45]1[N:49]([CH2:50][C:51]2[O:52][CH:53]=[CH:54][CH:55]=2)[C:48](=[O:56])[CH2:47][S:46]1)[CH3:30]. Given the product [CH2:29]([NH:31][C:32]1[CH:37]=[CH:36][C:35]([NH:38][C:39](=[O:43])[CH2:40][O:41][CH3:42])=[CH:34][C:33]=1[N:44]=[C:45]1[N:49]([CH2:50][C:51]2[O:52][CH:53]=[CH:54][CH:55]=2)[C:48](=[O:56])[C:47](=[C:12]2[N:11]([CH3:17])[C:10]3[CH:16]=[C:6]([O:5][CH2:4][CH2:3][O:2][CH3:1])[CH:7]=[CH:8][C:9]=3[S:13]2)[S:46]1)[CH3:30], predict the reactants needed to synthesize it. (2) Given the product [CH:10]#[C:9][C:8]1[CH:11]=[CH:12][C:5]([OH:4])=[CH:6][CH:7]=1, predict the reactants needed to synthesize it. The reactants are: C([O:4][C:5]1[CH:12]=[CH:11][C:8]([CH:9]=[CH2:10])=[CH:7][CH:6]=1)(=O)C.CC(N=NC(C#N)(C)C)(C#N)C.[OH-].[Na+].Cl. (3) Given the product [F:21][C:17]1[CH:16]=[C:15]2[C:14](=[C:19]([F:20])[CH:18]=1)[C:13]1[C:4](=[C:5]3[C:10](=[CH:11][CH:12]=1)[CH:9]=[C:8]([OH:23])[CH:7]=[CH:6]3)[CH:3]([C:24]1[CH:25]=[CH:26][C:27]([O:30][CH2:31][CH2:32][N:33]3[CH2:34][CH2:35][CH2:36][CH2:37][CH2:38]3)=[CH:28][CH:29]=1)[O:2]2, predict the reactants needed to synthesize it. The reactants are: Cl.[OH:2][CH:3]([C:24]1[CH:29]=[CH:28][C:27]([O:30][CH2:31][CH2:32][N:33]2[CH2:38][CH2:37][CH2:36][CH2:35][CH2:34]2)=[CH:26][CH:25]=1)[C:4]1[C:13]([C:14]2[C:19]([F:20])=[CH:18][C:17]([F:21])=[CH:16][C:15]=2F)=[CH:12][CH:11]=[C:10]2[C:5]=1[CH:6]=[CH:7][C:8]([OH:23])=[CH:9]2.CC(C)([O-])C.[K+]. (4) Given the product [CH3:1][O:2][C:3](=[O:34])[CH:4]([C:9]1[CH:10]=[C:11]([C:23]2[CH:28]=[CH:27][C:26]([Cl:29])=[C:25]([C:30]([F:33])([F:31])[F:32])[CH:24]=2)[CH:12]=[C:13]([NH:39][C:38]2[CH:40]=[C:41]([C:43]([F:44])([F:45])[F:46])[CH:42]=[C:36]([F:35])[CH:37]=2)[CH:14]=1)[CH2:5][CH:6]([CH3:8])[CH3:7], predict the reactants needed to synthesize it. The reactants are: [CH3:1][O:2][C:3](=[O:34])[CH:4]([C:9]1[CH:10]=[C:11]([C:23]2[CH:28]=[CH:27][C:26]([Cl:29])=[C:25]([C:30]([F:33])([F:32])[F:31])[CH:24]=2)[CH:12]=[C:13](OS(C(F)(F)F)(=O)=O)[CH:14]=1)[CH2:5][CH:6]([CH3:8])[CH3:7].[F:35][C:36]1[CH:37]=[C:38]([CH:40]=[C:41]([C:43]([F:46])([F:45])[F:44])[CH:42]=1)[NH2:39]. (5) Given the product [C:3]1([C:9]2([C:10]#[N:11])[CH2:17][CH2:16][CH2:15][CH2:14][CH2:13]2)[CH:8]=[CH:7][CH:6]=[CH:5][CH:4]=1, predict the reactants needed to synthesize it. The reactants are: [H-].[Na+].[C:3]1([CH2:9][C:10]#[N:11])[CH:8]=[CH:7][CH:6]=[CH:5][CH:4]=1.Br[CH2:13][CH2:14][CH2:15][CH2:16][CH2:17]Br.Cl. (6) Given the product [Br:26][C:5]1[N:4]=[CH:3][C:2]([N:7]2[CH2:12][CH2:11][CH:10]([CH:13]3[CH2:18][CH2:17][N:16]([C:19]([O:21][C:22]([CH3:25])([CH3:24])[CH3:23])=[O:20])[CH2:15][CH2:14]3)[CH2:9][CH2:8]2)=[N:1][CH:6]=1, predict the reactants needed to synthesize it. The reactants are: [N:1]1[CH:6]=[CH:5][N:4]=[CH:3][C:2]=1[N:7]1[CH2:12][CH2:11][CH:10]([CH:13]2[CH2:18][CH2:17][N:16]([C:19]([O:21][C:22]([CH3:25])([CH3:24])[CH3:23])=[O:20])[CH2:15][CH2:14]2)[CH2:9][CH2:8]1.[Br:26]N1C(=O)CCC1=O.